From a dataset of Catalyst prediction with 721,799 reactions and 888 catalyst types from USPTO. Predict which catalyst facilitates the given reaction. (1) The catalyst class is: 4. Product: [O:32]1[C:31]2[CH:36]=[CH:37][C:28]([CH2:27][NH:7][CH:8]3[CH2:13][CH2:12][N:11]([CH2:14][CH2:15][N:16]4[C:25]5[C:20](=[CH:21][CH:22]=[CH:23][CH:24]=5)[N:19]=[CH:18][C:17]4=[O:26])[CH2:10][CH2:9]3)=[CH:29][C:30]=2[O:35][CH2:34][CH2:33]1. Reactant: C(OC(=O)[N:7]([CH2:27][C:28]1[CH:37]=[CH:36][C:31]2[O:32][CH2:33][CH2:34][O:35][C:30]=2[CH:29]=1)[CH:8]1[CH2:13][CH2:12][N:11]([CH2:14][CH2:15][N:16]2[C:25]3[C:20](=[CH:21][CH:22]=[CH:23][CH:24]=3)[N:19]=[CH:18][C:17]2=[O:26])[CH2:10][CH2:9]1)(C)(C)C.FC(F)(F)C(O)=O. (2) Reactant: [OH:1][CH2:2][C@H:3]1[O:7][C:6]([CH3:9])([CH3:8])[N:5]([C:10]([O:12][C:13]([CH3:16])([CH3:15])[CH3:14])=[O:11])[C@H:4]1[CH2:17][C:18]1[N:19]=[CH:20][S:21][CH:22]=1.N1C=CN=C1.[C:28]([Si:32](Cl)([CH3:34])[CH3:33])([CH3:31])([CH3:30])[CH3:29]. Product: [Si:32]([O:1][CH2:2][C@H:3]1[O:7][C:6]([CH3:9])([CH3:8])[N:5]([C:10]([O:12][C:13]([CH3:14])([CH3:15])[CH3:16])=[O:11])[C@H:4]1[CH2:17][C:18]1[N:19]=[CH:20][S:21][CH:22]=1)([C:28]([CH3:31])([CH3:30])[CH3:29])([CH3:34])[CH3:33]. The catalyst class is: 369. (3) Reactant: [C:1]1([C@H:7]([NH:10][C:11]([C:13]2[C:14]3[CH:15]=[CH:16][NH:17][C:18]=3[CH:19]=[CH:20][CH:21]=2)=[O:12])[CH2:8][CH3:9])[CH:6]=[CH:5][CH:4]=[CH:3][CH:2]=1.[NH2:22][C:23]1[N:28]=[C:27](Cl)[CH:26]=[CH:25][N:24]=1.C(NC1C=C(C=CC=1)CNC(C1C2C=CN(C3C=CN=C(N)N=3)C=2C=CC=1)=O)(=O)C. Product: [NH2:22][C:23]1[N:28]=[C:27]([N:17]2[C:18]3[CH:19]=[CH:20][CH:21]=[C:13]([C:11]([NH:10][C@@H:7]([C:1]4[CH:2]=[CH:3][CH:4]=[CH:5][CH:6]=4)[CH2:8][CH3:9])=[O:12])[C:14]=3[CH:15]=[CH:16]2)[CH:26]=[CH:25][N:24]=1. The catalyst class is: 6. (4) Reactant: [F:1][C:2]1[CH:16]=[CH:15][CH:14]=[CH:13][C:3]=1[O:4][C:5]1[CH:6]=[CH:7][C:8]([CH3:12])=[C:9]([NH2:11])[CH:10]=1.C(OC(=O)C)(=O)C.C([O-])(=O)C.[K+].[N:29](OCCC(C)C)=O. Product: [F:1][C:2]1[CH:16]=[CH:15][CH:14]=[CH:13][C:3]=1[O:4][C:5]1[CH:10]=[C:9]2[C:8]([CH:12]=[N:29][NH:11]2)=[CH:7][CH:6]=1. The catalyst class is: 48. (5) Reactant: [F:1][C:2]1[CH:3]=[C:4]([C:8]2[CH:13]=[CH:12][CH:11]=[CH:10][C:9]=2[CH2:14][C:15]([O:17][CH2:18][CH3:19])=[O:16])[CH:5]=[CH:6][CH:7]=1.C[Si](C)(C)[N-][Si](C)(C)C.[Li+].[F:30]N(S(C1C=CC=CC=1)(=O)=O)S(C1C=CC=CC=1)(=O)=O.[Cl-].[NH4+]. Product: [F:30][CH:14]([C:9]1[CH:10]=[CH:11][CH:12]=[CH:13][C:8]=1[C:4]1[CH:5]=[CH:6][CH:7]=[C:2]([F:1])[CH:3]=1)[C:15]([O:17][CH2:18][CH3:19])=[O:16]. The catalyst class is: 7. (6) Reactant: C([O:8][C:9]1[C:10](=[O:17])[N:11]([CH3:16])[CH:12]=[C:13](Br)[CH:14]=1)C1C=CC=CC=1.[Cl:18][C:19]1[CH:24]=[CH:23][CH:22]=[C:21]([Cl:25])[C:20]=1B(O)O.C([O-])([O-])=O.[Cs+].[Cs+].[H][H]. Product: [Cl:18][C:19]1[CH:20]=[C:21]([Cl:25])[CH:22]=[CH:23][C:24]=1[C:13]1[CH:14]=[C:9]([OH:8])[C:10](=[O:17])[N:11]([CH3:16])[CH:12]=1. The catalyst class is: 45. (7) Reactant: Br[Zn][CH2:3][C:4]([O:6][CH2:7][CH3:8])=[O:5].[CH:9](=[O:16])[C:10]1[CH:15]=[CH:14][CH:13]=[CH:12][CH:11]=1.Cl.C(OCC)(=O)C. Product: [OH:16][CH:9]([C:10]1[CH:15]=[CH:14][CH:13]=[CH:12][CH:11]=1)[CH2:3][C:4]([O:6][CH2:7][CH3:8])=[O:5]. The catalyst class is: 1.